This data is from Catalyst prediction with 721,799 reactions and 888 catalyst types from USPTO. The task is: Predict which catalyst facilitates the given reaction. (1) Product: [CH2:1]([O:4][C:5](=[O:16])[CH2:6][C:7]1[CH:12]=[CH:11][C:10]([O:13][CH2:24][C:25](=[O:26])[N:27]([CH2:30][CH3:31])[CH2:28][CH3:29])=[C:9]([O:14][CH3:15])[CH:8]=1)[CH2:2][CH3:3]. Reactant: [CH2:1]([O:4][C:5](=[O:16])[CH2:6][C:7]1[CH:12]=[CH:11][C:10]([OH:13])=[C:9]([O:14][CH3:15])[CH:8]=1)[CH2:2][CH3:3].C([O-])([O-])=O.[K+].[K+].Cl[CH2:24][C:25]([N:27]([CH2:30][CH3:31])[CH2:28][CH3:29])=[O:26]. The catalyst class is: 21. (2) Reactant: C([O:3][C:4](=[O:32])[CH2:5][C:6]1[C:14]2[C:9](=[CH:10][CH:11]=[C:12]([F:15])[CH:13]=2)[N:8]([CH2:16][C:17]2[CH:22]=[CH:21][C:20]([S:23]([CH3:26])(=[O:25])=[O:24])=[CH:19][C:18]=2[C:27]([F:30])([F:29])[F:28])[C:7]=1[CH3:31])C.[Li+].[OH-]. Product: [F:15][C:12]1[CH:13]=[C:14]2[C:9](=[CH:10][CH:11]=1)[N:8]([CH2:16][C:17]1[CH:22]=[CH:21][C:20]([S:23]([CH3:26])(=[O:24])=[O:25])=[CH:19][C:18]=1[C:27]([F:28])([F:29])[F:30])[C:7]([CH3:31])=[C:6]2[CH2:5][C:4]([OH:32])=[O:3]. The catalyst class is: 1. (3) Product: [Br:34][C:3]1[N:4]2[N:5]=[C:6]([C:10]3[CH:15]=[CH:14][N:13]([CH2:16][C@@H:17]([N:22]4[C:30](=[O:31])[C:29]5[C:24](=[CH:25][CH:26]=[CH:27][CH:28]=5)[C:23]4=[O:32])[CH2:18][CH:19]([CH3:21])[CH3:20])[C:12](=[O:33])[CH:11]=3)[CH:7]=[CH:8][C:9]2=[N:1][CH:2]=1. The catalyst class is: 52. Reactant: [N:1]1[CH:2]=[CH:3][N:4]2[C:9]=1[CH:8]=[CH:7][C:6]([C:10]1[CH:15]=[CH:14][N:13]([CH2:16][C@@H:17]([N:22]3[C:30](=[O:31])[C:29]4[C:24](=[CH:25][CH:26]=[CH:27][CH:28]=4)[C:23]3=[O:32])[CH2:18][CH:19]([CH3:21])[CH3:20])[C:12](=[O:33])[CH:11]=1)=[N:5]2.[Br:34]Br. (4) Reactant: [Br:1][C:2]1[CH:3]=[C:4]([CH:7]=[CH:8][CH:9]=1)[C:5]#[N:6].Cl.C(N(CC)CC)C.[N-:18]=[N+:19]=[N-:20].[Na+]. Product: [Br:1][C:2]1[CH:3]=[C:4]([C:5]2[N:18]=[N:19][NH:20][N:6]=2)[CH:7]=[CH:8][CH:9]=1. The catalyst class is: 93.